From a dataset of Catalyst prediction with 721,799 reactions and 888 catalyst types from USPTO. Predict which catalyst facilitates the given reaction. (1) Reactant: [F:1][C:2]1[C:3]([N:14]=[C:15]=[N:16][C:17]2[CH:22]=[C:21]([C:23]([F:26])([F:25])[F:24])[CH:20]=[CH:19][C:18]=2[O:27][CH3:28])=[C:4](/[CH:8]=[CH:9]/[C:10]([O:12][CH3:13])=[O:11])[CH:5]=[CH:6][CH:7]=1.[F:29][C:30]1[CH:31]=[C:32]([N:37]2[CH2:42][CH2:41][NH:40][CH2:39][CH2:38]2)[CH:33]=[CH:34][C:35]=1[F:36]. Product: [F:1][C:2]1[CH:7]=[CH:6][CH:5]=[C:4]2[C:3]=1[N:14]=[C:15]([N:40]1[CH2:39][CH2:38][N:37]([C:32]3[CH:33]=[CH:34][C:35]([F:36])=[C:30]([F:29])[CH:31]=3)[CH2:42][CH2:41]1)[N:16]([C:17]1[CH:22]=[C:21]([C:23]([F:26])([F:25])[F:24])[CH:20]=[CH:19][C:18]=1[O:27][CH3:28])[CH:8]2[CH2:9][C:10]([O:12][CH3:13])=[O:11]. The catalyst class is: 4. (2) Reactant: [CH3:1][C:2]([CH:4]=O)=[O:3].[C:6]([OH:11])(=O)[C:7](O)=O.[CH2:12]([NH:14][NH2:15])[CH3:13].[C:16](O)(=O)C. Product: [CH2:12]([N:14]1[C:7]([CH3:16])=[C:6]([OH:11])[C:4]([C:2](=[O:3])[CH3:1])=[N:15]1)[CH3:13]. The catalyst class is: 6. (3) Reactant: Br[C:2]1[C:3]([NH:9][C:10](=[O:25])[C:11](=[CH2:24])[CH:12]([C:14]2[CH:19]=[CH:18][C:17]([C:20]([O:22][CH3:23])=[O:21])=[CH:16][CH:15]=2)[CH3:13])=[N+:4]([O-:8])[CH:5]=[CH:6][CH:7]=1.C(=O)([O-])[O-].[Cs+].[Cs+]. Product: [CH3:23][O:22][C:20]([C:17]1[CH:16]=[C:15]2[C:14](=[CH:19][CH:18]=1)[CH:12]([CH3:13])[C:11]1([C:2]3[C:3](=[N+:4]([O-:8])[CH:5]=[CH:6][CH:7]=3)[NH:9][C:10]1=[O:25])[CH2:24]2)=[O:21]. The catalyst class is: 233. (4) Reactant: [CH3:1][C:2]1[N:3]=[C:4]([CH2:24][CH2:25][CH3:26])[N:5]([CH2:9][C:10]2[CH:15]=[CH:14][C:13]([C:16]3[C:17]([C:22]#[N:23])=[CH:18][CH:19]=[CH:20][CH:21]=3)=[CH:12][CH:11]=2)[C:6](=[O:8])[CH:7]=1.C([O-])(=O)C.[Na+].[Br:32]Br. Product: [Br:32][C:7]1[C:6](=[O:8])[N:5]([CH2:9][C:10]2[CH:15]=[CH:14][C:13]([C:16]3[C:17]([C:22]#[N:23])=[CH:18][CH:19]=[CH:20][CH:21]=3)=[CH:12][CH:11]=2)[C:4]([CH2:24][CH2:25][CH3:26])=[N:3][C:2]=1[CH3:1]. The catalyst class is: 342.